This data is from Reaction yield outcomes from USPTO patents with 853,638 reactions. The task is: Predict the reaction yield, written as a fraction of the theoretical maximum amount of product (1.0 means a 100% yield; for example, 0.34 means a 34% yield). The reactants are Br[C:2]1[CH:7]=[CH:6][C:5]([C:8]2([CH2:12][OH:13])[CH2:11][CH2:10][CH2:9]2)=[C:4]([O:14][CH3:15])[CH:3]=1.[Cl:16][C:17]1[CH:25]=[C:24]2[C:20]([C:21]([C:26]([O:28][CH3:29])=[O:27])=[CH:22][NH:23]2)=[CH:19][C:18]=1B1OCC(C)(C)CO1.C(=O)([O-])[O-].[K+].[K+]. The catalyst is O1CCOCC1.O. The product is [Cl:16][C:17]1[CH:25]=[C:24]2[C:20]([C:21]([C:26]([O:28][CH3:29])=[O:27])=[CH:22][NH:23]2)=[CH:19][C:18]=1[C:2]1[CH:7]=[CH:6][C:5]([C:8]2([CH2:12][OH:13])[CH2:11][CH2:10][CH2:9]2)=[C:4]([O:14][CH3:15])[CH:3]=1. The yield is 0.830.